This data is from Forward reaction prediction with 1.9M reactions from USPTO patents (1976-2016). The task is: Predict the product of the given reaction. (1) Given the reactants [CH2:1]([NH:3][C:4](=[O:51])[NH:5][C:6]1[N:11]=[CH:10][C:9]([C:12]2[CH:13]=[C:14]3[C:19](=[CH:20][CH:21]=2)[N:18]([CH2:22][C@H:23]2[CH2:27][CH2:26][N:25]([CH2:28][CH2:29][N:30]4[CH2:35][CH2:34][O:33][CH2:32][CH2:31]4)[CH2:24]2)[CH:17]=[C:16]([C:36]([O:38]CC)=[O:37])[C:15]3=[O:41])=[C:8]([C:42]2[S:43][CH:44]=[C:45]([C:47]([F:50])([F:49])[F:48])[N:46]=2)[CH:7]=1)[CH3:2].[OH-].[Na+], predict the reaction product. The product is: [CH2:1]([NH:3][C:4](=[O:51])[NH:5][C:6]1[N:11]=[CH:10][C:9]([C:12]2[CH:13]=[C:14]3[C:19](=[CH:20][CH:21]=2)[N:18]([CH2:22][C@H:23]2[CH2:27][CH2:26][N:25]([CH2:28][CH2:29][N:30]4[CH2:35][CH2:34][O:33][CH2:32][CH2:31]4)[CH2:24]2)[CH:17]=[C:16]([C:36]([OH:38])=[O:37])[C:15]3=[O:41])=[C:8]([C:42]2[S:43][CH:44]=[C:45]([C:47]([F:50])([F:48])[F:49])[N:46]=2)[CH:7]=1)[CH3:2]. (2) The product is: [Cl:1][C:2]1[C:3]([O:21][S:30]([C:29]([F:42])([F:41])[F:28])(=[O:32])=[O:31])=[CH:4][C:5]2[C:6](=[O:20])[C:7]3[C:12]([S:13][C:14]=2[CH:15]=1)=[CH:11][C:10]([C:16]([F:18])([F:19])[F:17])=[CH:9][CH:8]=3. Given the reactants [Cl:1][C:2]1[C:3]([OH:21])=[CH:4][C:5]2[C:6](=[O:20])[C:7]3[C:12]([S:13][C:14]=2[CH:15]=1)=[CH:11][C:10]([C:16]([F:19])([F:18])[F:17])=[CH:9][CH:8]=3.N1C=CC=CC=1.[F:28][C:29]([F:42])([F:41])[S:30](O[S:30]([C:29]([F:42])([F:41])[F:28])(=[O:32])=[O:31])(=[O:32])=[O:31].C(=O)([O-])O.[Na+], predict the reaction product. (3) Given the reactants CO[C:3](=[O:13])[C:4]1[C:9]([I:10])=[CH:8][CH:7]=[CH:6][C:5]=1[CH2:11]Br.[CH3:14][O:15][C:16]1[CH:23]=[CH:22][C:19]([CH2:20][NH2:21])=[CH:18][CH:17]=1.C([O-])([O-])=O.[K+].[K+].C(OCC)(=O)C, predict the reaction product. The product is: [I:10][C:9]1[CH:8]=[CH:7][CH:6]=[C:5]2[C:4]=1[C:3](=[O:13])[N:21]([CH2:20][C:19]1[CH:22]=[CH:23][C:16]([O:15][CH3:14])=[CH:17][CH:18]=1)[CH2:11]2. (4) Given the reactants I[C:2]1[CH:7]=[CH:6][CH:5]=[CH:4][C:3]=1[I:8].CON(C)[C:12]([C@@H:14]1[CH2:19][CH2:18][CH2:17][CH2:16][N:15]1[C:20]([O:22][C:23]([CH3:26])([CH3:25])[CH3:24])=[O:21])=[O:13], predict the reaction product. The product is: [I:8][C:3]1[CH:4]=[C:5]([CH:6]=[CH:7][CH:2]=1)[C:12]([C@@H:14]1[CH2:19][CH2:18][CH2:17][CH2:16][N:15]1[C:20]([O:22][C:23]([CH3:26])([CH3:25])[CH3:24])=[O:21])=[O:13]. (5) Given the reactants [NH2:1][CH2:2][CH2:3][CH2:4][C:5]([OH:7])=[O:6].C([O-])([O-])=O.[K+].[K+].[C:14](O[C:14]([O:16][C:17]([CH3:20])([CH3:19])[CH3:18])=[O:15])([O:16][C:17]([CH3:20])([CH3:19])[CH3:18])=[O:15], predict the reaction product. The product is: [C:17]([O:16][C:14]([NH:1][CH2:2][CH2:3][CH2:4][C:5]([OH:7])=[O:6])=[O:15])([CH3:20])([CH3:19])[CH3:18]. (6) Given the reactants [CH2:1]([O:8][C:9]([C@@H]1CCC[C@H](C(O)=O)C1)=[O:10])[C:2]1[CH:7]=[CH:6][CH:5]=[CH:4][CH:3]=1.C([N:22]([CH2:25][CH3:26])CC)C.ClC(OC(C)C)=O.[C:34]1([CH3:40])[CH:39]=CC=[CH:36][CH:35]=1.[F:41][C:42]([F:52])([F:51])[C:43]1[CH:44]=[C:45]([NH2:50])[C:46]([NH2:49])=[CH:47][CH:48]=1, predict the reaction product. The product is: [F:41][C:42]([F:51])([F:52])[C:43]1[CH:48]=[CH:47][C:46]2[NH:49][C:39]([C@H:34]3[CH2:35][CH2:36][CH2:26][C@@H:25]([NH:22][C:9](=[O:10])[O:8][CH2:1][C:2]4[CH:3]=[CH:4][CH:5]=[CH:6][CH:7]=4)[CH2:40]3)=[N:50][C:45]=2[CH:44]=1. (7) Given the reactants C(N(CC)CC)C.[CH3:8][O:9][CH2:10][CH2:11][O:12][CH2:13][C:14]1[CH:19]=[CH:18][C:17]([C@@H:20]2[C@@H:25]([O:26][CH2:27][C:28]3[CH:29]=[CH:30][C:31]4[O:36][CH2:35][CH2:34][N:33]([CH2:37][CH2:38][CH2:39][O:40][CH3:41])[C:32]=4[CH:42]=3)[CH2:24][N:23]([S:43]([C:46]3[CH:51]=[CH:50][C:49]([CH3:52])=[CH:48][CH:47]=3)(=[O:45])=[O:44])[CH2:22][C@H:21]2[CH2:53][NH2:54])=[CH:16][CH:15]=1.[N:55]1([C:61](Cl)=[O:62])[CH2:60][CH2:59][O:58][CH2:57][CH2:56]1.C(=O)(O)[O-].[Na+], predict the reaction product. The product is: [CH3:8][O:9][CH2:10][CH2:11][O:12][CH2:13][C:14]1[CH:19]=[CH:18][C:17]([C@@H:20]2[C@@H:25]([O:26][CH2:27][C:28]3[CH:29]=[CH:30][C:31]4[O:36][CH2:35][CH2:34][N:33]([CH2:37][CH2:38][CH2:39][O:40][CH3:41])[C:32]=4[CH:42]=3)[CH2:24][N:23]([S:43]([C:46]3[CH:51]=[CH:50][C:49]([CH3:52])=[CH:48][CH:47]=3)(=[O:44])=[O:45])[CH2:22][C@H:21]2[CH2:53][NH:54][C:61]([N:55]2[CH2:60][CH2:59][O:58][CH2:57][CH2:56]2)=[O:62])=[CH:16][CH:15]=1. (8) Given the reactants [CH:1]1([C:4]([CH:6]([N:14]2[CH2:19][CH2:18][CH:17]3[S:20][C:21](=[O:23])[CH:22]=[C:16]3[CH2:15]2)[C:7]2[CH:12]=[CH:11][CH:10]=[CH:9][C:8]=2[F:13])=[O:5])[CH2:3][CH2:2]1.[ClH:24].[CH3:25][C:26](C)=[O:27], predict the reaction product. The product is: [CH3:25][C:26]([O:23][C:21]1[S:20][C:17]2[CH2:18][CH2:19][N:14]([CH:6]([C:4]([CH:1]3[CH2:2][CH2:3]3)=[O:5])[C:7]3[CH:12]=[CH:11][CH:10]=[CH:9][C:8]=3[F:13])[CH2:15][C:16]=2[CH:22]=1)=[O:27].[ClH:24]. (9) Given the reactants [Cl:1][C:2]1[CH:33]=[N:32][C:5]2=[N:6][C:7]([N:19]3[CH2:24][CH2:23][N:22](C(OC(C)(C)C)=O)[CH2:21][CH2:20]3)=[C:8]([NH:10][CH2:11][CH:12](OCC)OCC)[N:9]=[C:4]2[CH:3]=1.CC1C=CC(S(O)(=O)=O)=CC=1, predict the reaction product. The product is: [Cl:1][C:2]1[CH:33]=[N:32][C:5]2[N:6]=[C:7]([N:19]3[CH2:20][CH2:21][NH:22][CH2:23][CH2:24]3)[C:8]3[N:9]([CH:12]=[CH:11][N:10]=3)[C:4]=2[CH:3]=1.